This data is from Reaction yield outcomes from USPTO patents with 853,638 reactions. The task is: Predict the reaction yield, written as a fraction of the theoretical maximum amount of product (1.0 means a 100% yield; for example, 0.34 means a 34% yield). (1) The product is [Cl:1][C:2]1[CH:10]=[C:9]2[C:5]([C:6]([C:13](=[O:14])[C:12]([F:23])([F:22])[F:11])=[CH:7][NH:8]2)=[CH:4][CH:3]=1. The catalyst is O1CCCC1. The reactants are [Cl:1][C:2]1[CH:10]=[C:9]2[C:5]([CH:6]=[CH:7][NH:8]2)=[CH:4][CH:3]=1.[F:11][C:12]([F:23])([F:22])[C:13](O[C:13](=[O:14])[C:12]([F:23])([F:22])[F:11])=[O:14].O. The yield is 0.930. (2) The reactants are [Cl-].O[NH3+:3].[C:4](=[O:7])([O-])[OH:5].[Na+].CS(C)=O.[CH3:13][C:14]([CH3:51])([CH3:50])[CH2:15][O:16][C:17]1[N:22]=[CH:21][C:20]([N:23]2[C:28](=[O:29])[C:27]([CH2:30][C:31]3[CH:36]=[CH:35][C:34]([C:37]4[C:38]([C:43]#[N:44])=[CH:39][CH:40]=[CH:41][CH:42]=4)=[CH:33][CH:32]=3)=[C:26]([CH2:45][CH2:46][CH3:47])[N:25]=[C:24]2[CH2:48][CH3:49])=[CH:19][CH:18]=1. The catalyst is C(OCC)(=O)C. The product is [CH3:51][C:14]([CH3:50])([CH3:13])[CH2:15][O:16][C:17]1[N:22]=[CH:21][C:20]([N:23]2[C:28](=[O:29])[C:27]([CH2:30][C:31]3[CH:36]=[CH:35][C:34]([C:37]4[CH:42]=[CH:41][CH:40]=[CH:39][C:38]=4[C:43]4[NH:3][C:4](=[O:7])[O:5][N:44]=4)=[CH:33][CH:32]=3)=[C:26]([CH2:45][CH2:46][CH3:47])[N:25]=[C:24]2[CH2:48][CH3:49])=[CH:19][CH:18]=1. The yield is 0.620. (3) The reactants are Cl[C:2]1[N:7]=[C:6]([NH:8][C@H:9]([C:11]2[CH:16]=[CH:15][CH:14]=[C:13]([O:17][CH3:18])[CH:12]=2)[CH3:10])[C:5]([Cl:19])=[CH:4][N:3]=1.[NH2:20][C:21]1[CH:22]=[C:23]([CH:26]=[CH:27][CH:28]=1)[CH2:24][OH:25].O.C1(C)C=CC(S(O)(=O)=O)=CC=1.C([O-])(O)=O.[Na+]. The catalyst is O1CCOCC1. The product is [Cl:19][C:5]1[C:6]([NH:8][C@H:9]([C:11]2[CH:16]=[CH:15][CH:14]=[C:13]([O:17][CH3:18])[CH:12]=2)[CH3:10])=[N:7][C:2]([NH:20][C:21]2[CH:22]=[C:23]([CH2:24][OH:25])[CH:26]=[CH:27][CH:28]=2)=[N:3][CH:4]=1. The yield is 0.900. (4) The reactants are [CH2:1]([O:8][C:9]1[CH:10]=[C:11]([Br:19])[C:12]2[S:16][C:15]([NH2:17])=[N:14][C:13]=2[CH:18]=1)[C:2]1[CH:7]=[CH:6][CH:5]=[CH:4][CH:3]=1.[CH2:20]([N:22]=[C:23]=[O:24])[CH3:21]. The catalyst is O1CCOCC1. The product is [CH2:1]([O:8][C:9]1[CH:10]=[C:11]([Br:19])[C:12]2[S:16][C:15]([NH:17][C:23]([NH:22][CH2:20][CH3:21])=[O:24])=[N:14][C:13]=2[CH:18]=1)[C:2]1[CH:3]=[CH:4][CH:5]=[CH:6][CH:7]=1. The yield is 0.920. (5) The reactants are C(Cl)(=O)C(Cl)=O.CS(C)=O.[C:11]([O:15][C:16](=[O:28])[N:17]([CH2:19][C@H:20]1[CH2:25][CH2:24][C@H:23]([CH2:26][OH:27])[CH2:22][CH2:21]1)[CH3:18])([CH3:14])([CH3:13])[CH3:12].C(N(CC)CC)C. The catalyst is ClCCl. The product is [C:11]([O:15][C:16](=[O:28])[N:17]([CH2:19][C@H:20]1[CH2:25][CH2:24][C@H:23]([CH:26]=[O:27])[CH2:22][CH2:21]1)[CH3:18])([CH3:12])([CH3:14])[CH3:13]. The yield is 0.911. (6) The reactants are [C:1]([Cl:4])(=O)C.Cl.[Cl:6][C:7]1[CH:15]=[C:14]([O:16][CH3:17])[C:13]([NH:18][NH2:19])=[CH:12][C:8]=1[C:9]([OH:11])=[O:10]. The catalyst is CO. The product is [ClH:4].[Cl:6][C:7]1[CH:15]=[C:14]([O:16][CH3:17])[C:13]([NH:18][NH2:19])=[CH:12][C:8]=1[C:9]([O:11][CH3:1])=[O:10]. The yield is 1.00. (7) The reactants are [O:1]1[CH:5]=[CH:4][CH:3]=[C:2]1[C:6]1[C:7]2[NH:15][N:14]=[N:13][C:8]=2[N:9]=[C:10]([NH2:12])[N:11]=1.Br[CH2:17][C:18]([O:20][CH2:21][CH3:22])=[O:19]. The catalyst is CN(C=O)C. The product is [NH2:12][C:10]1[N:11]=[C:6]([C:2]2[O:1][CH:5]=[CH:4][CH:3]=2)[C:7]2[N:15]=[N:14][N:13]([CH2:17][C:18]([O:20][CH2:21][CH3:22])=[O:19])[C:8]=2[N:9]=1. The yield is 0.350. (8) The reactants are C([O:3][C:4](=O)[CH2:5][O:6][C:7]1[CH:15]=[CH:14][CH:13]=[C:12]2[C:8]=1[CH:9]=[C:10]([C:16]1[CH2:20][CH2:19][CH2:18][CH:17]=1)[NH:11]2)C.[Li+].[BH4-]. The catalyst is C1COCC1. The product is [C:16]1([C:10]2[NH:11][C:12]3[C:8]([CH:9]=2)=[C:7]([O:6][CH2:5][CH2:4][OH:3])[CH:15]=[CH:14][CH:13]=3)[CH2:20][CH2:19][CH2:18][CH:17]=1. The yield is 0.910. (9) The reactants are NCCC[CH:5]([NH2:9])[CH2:6][CH2:7][NH2:8].[CH2:10](O)[CH3:11]. The catalyst is C(Cl)(Cl)Cl. The product is [NH2:8][CH2:7][CH2:6][CH2:5][N:9]1[CH2:5][CH2:6][CH2:7][NH:8][CH:10]1[CH3:11]. The yield is 0.830. (10) The reactants are [CH3:1][C@@:2]12[CH2:19][CH2:18][C@@H:17]3[C@:12]([CH3:22])([CH2:13][CH2:14][CH2:15][C:16]3([CH3:21])[CH3:20])[C@H:11]1[CH2:10][S:9](=[O:24])(=[O:23])[C:8]1[C:3]2=[C:4]([C:28]([OH:30])=O)[CH:5]=[C:6]([C:25](O)=[O:26])[CH:7]=1.[CH3:31][N:32](C(ON1N=NC2C=CC=NC1=2)=[N+](C)C)C.F[P-](F)(F)(F)(F)F.[CH3:55][N:56]1CCOCC1. The catalyst is C1COCC1.CN(C=O)C. The product is [CH3:1][C@@:2]12[CH2:19][CH2:18][C@@H:17]3[C@:12]([CH3:22])([CH2:13][CH2:14][CH2:15][C:16]3([CH3:21])[CH3:20])[C@H:11]1[CH2:10][S:9](=[O:24])(=[O:23])[C:8]1[C:3]2=[C:4]([C:28]([NH:56][CH3:55])=[O:30])[CH:5]=[C:6]([C:25]([NH:32][CH3:31])=[O:26])[CH:7]=1. The yield is 0.470.